Dataset: Full USPTO retrosynthesis dataset with 1.9M reactions from patents (1976-2016). Task: Predict the reactants needed to synthesize the given product. (1) Given the product [Cl:32][C:33]1[CH:38]=[CH:37][C:36]([N:39]2[CH2:44][CH2:43][O:42][CH2:41][CH2:40]2)=[C:35]([CH2:45][N:46]2[CH2:47][CH2:48][N:49]([C:12]([O:8][CH:3]([C:4]([F:7])([F:6])[F:5])[C:2]([F:10])([F:9])[F:1])=[O:14])[CH2:50][CH2:51]2)[CH:34]=1, predict the reactants needed to synthesize it. The reactants are: [F:1][C:2]([F:10])([F:9])[CH:3]([OH:8])[C:4]([F:7])([F:6])[F:5].Cl[C:12](Cl)([O:14]C(=O)OC(Cl)(Cl)Cl)Cl.C(N(CC)C(C)C)(C)C.[Cl:32][C:33]1[CH:38]=[CH:37][C:36]([N:39]2[CH2:44][CH2:43][O:42][CH2:41][CH2:40]2)=[C:35]([CH2:45][N:46]2[CH2:51][CH2:50][NH:49][CH2:48][CH2:47]2)[CH:34]=1. (2) Given the product [N:68]([CH:4]([C:6]1[N:10]([S:11]([C:14]2[CH:19]=[CH:18][C:17]([CH3:20])=[CH:16][CH:15]=2)(=[O:13])=[O:12])[N:9]=[CH:8][CH:7]=1)[CH:3]([CH2:21][CH3:22])[CH2:1][CH3:2])=[N+:69]=[N-:70], predict the reactants needed to synthesize it. The reactants are: [CH2:1]([CH:3]([CH2:21][CH3:22])[CH:4]([C:6]1[N:10]([S:11]([C:14]2[CH:19]=[CH:18][C:17]([CH3:20])=[CH:16][CH:15]=2)(=[O:13])=[O:12])[N:9]=[CH:8][CH:7]=1)O)[CH3:2].C1(P(C2C=CC=CC=2)C2C=CC=CC=2)C=CC=CC=1.N(C(OCC)=O)=NC(OCC)=O.C1(P([N:68]=[N+:69]=[N-:70])(C2C=CC=CC=2)=O)C=CC=CC=1. (3) Given the product [Cl:19][C:20]1[CH:25]=[CH:24][C:23]([C:2]2[C:3]([C:8]3[C:9]([C:14]([O:16][CH2:17][CH3:18])=[O:15])=[CH:10][CH:11]=[CH:12][CH:13]=3)=[CH:4][CH:5]=[CH:6][CH:7]=2)=[C:22]([O:29][CH2:30][C:31]2[CH:36]=[CH:35][CH:34]=[CH:33][CH:32]=2)[CH:21]=1, predict the reactants needed to synthesize it. The reactants are: Br[C:2]1[CH:7]=[CH:6][CH:5]=[CH:4][C:3]=1[C:8]1[C:9]([C:14]([O:16][CH2:17][CH3:18])=[O:15])=[CH:10][CH:11]=[CH:12][CH:13]=1.[Cl:19][C:20]1[CH:25]=[CH:24][C:23](B(O)O)=[C:22]([O:29][CH2:30][C:31]2[CH:36]=[CH:35][CH:34]=[CH:33][CH:32]=2)[CH:21]=1.C(=O)([O-])[O-].[K+].[K+]. (4) Given the product [F:1][C:2]1[CH:3]=[CH:4][C:5]([CH2:8][C:9]2[CH:18]=[C:17]3[C:12]([C:13]([OH:34])=[C:14]([C:29]([NH:35][CH:36]([CH3:39])[CH2:37][OH:38])=[O:30])[C:15](=[O:28])[N:16]3[CH2:19][CH2:20][N:21]3[CH2:26][CH2:25][CH2:24][CH2:23][C:22]3=[O:27])=[N:11][CH:10]=2)=[CH:6][CH:7]=1, predict the reactants needed to synthesize it. The reactants are: [F:1][C:2]1[CH:7]=[CH:6][C:5]([CH2:8][C:9]2[CH:18]=[C:17]3[C:12]([C:13]([OH:34])=[C:14]([C:29](OCC)=[O:30])[C:15](=[O:28])[N:16]3[CH2:19][CH2:20][N:21]3[CH2:26][CH2:25][CH2:24][CH2:23][C:22]3=[O:27])=[N:11][CH:10]=2)=[CH:4][CH:3]=1.[NH2:35][CH:36]([CH3:39])[CH2:37][OH:38].